Dataset: Forward reaction prediction with 1.9M reactions from USPTO patents (1976-2016). Task: Predict the product of the given reaction. (1) Given the reactants [CH3:1][O:2][C:3]1[CH:12]=[CH:11][CH:10]=[C:9]2[C:4]=1[C:5]1[CH:26]=[CH:25][C:24]([NH:27][S:28]([CH3:31])(=[O:30])=[O:29])=[CH:23][C:6]=1[CH:7]([C:13]1[S:14][C:15]([C:18]#[C:19][CH2:20][O:21][CH3:22])=[CH:16][CH:17]=1)[O:8]2, predict the reaction product. The product is: [CH3:1][O:2][C:3]1[CH:12]=[CH:11][CH:10]=[C:9]2[C:4]=1[C:5]1[CH:26]=[CH:25][C:24]([NH:27][S:28]([CH3:31])(=[O:29])=[O:30])=[CH:23][C:6]=1[CH:7]([C:13]1[S:14][C:15]([CH2:18][CH2:19][CH2:20][O:21][CH3:22])=[CH:16][CH:17]=1)[O:8]2. (2) Given the reactants [C:1]([O:5][C:6]([N:8]1[CH2:16][C:15]2[C:10](=[C:11]([CH:18]=[CH:19][C:20]([O:22][CH3:23])=[O:21])[CH:12]=[CH:13][C:14]=2[OH:17])[CH2:9]1)=[O:7])([CH3:4])([CH3:3])[CH3:2].C1COCC1, predict the reaction product. The product is: [C:1]([O:5][C:6]([N:8]1[CH2:16][C:15]2[C:10](=[C:11]([CH2:18][CH2:19][C:20]([O:22][CH3:23])=[O:21])[CH:12]=[CH:13][C:14]=2[OH:17])[CH2:9]1)=[O:7])([CH3:4])([CH3:3])[CH3:2]. (3) Given the reactants [CH3:1][C:2]1[CH:11]=[CH:10][C:5]([C:6]([O:8]C)=[O:7])=[CH:4][C:3]=1[N:12]1[C:21](=[O:22])[C:20]2[C:15](=[CH:16][CH:17]=[C:18]([CH2:23][N:24]3[CH2:29][CH2:28][O:27][CH2:26][CH2:25]3)[CH:19]=2)[N:14]=[CH:13]1.[OH-].[Na+].Cl, predict the reaction product. The product is: [CH3:1][C:2]1[CH:11]=[CH:10][C:5]([C:6]([OH:8])=[O:7])=[CH:4][C:3]=1[N:12]1[C:21](=[O:22])[C:20]2[C:15](=[CH:16][CH:17]=[C:18]([CH2:23][N:24]3[CH2:29][CH2:28][O:27][CH2:26][CH2:25]3)[CH:19]=2)[N:14]=[CH:13]1. (4) The product is: [C:4]1([C:3]2[C:18]([CH2:19][CH2:20][CH3:21])=[C:12]([C:13]([O:15][CH2:16][CH3:17])=[O:14])[O:1][N:2]=2)[CH:9]=[CH:8][CH:7]=[CH:6][CH:5]=1. Given the reactants [OH:1]/[N:2]=[C:3](\Cl)/[C:4]1[CH:9]=[CH:8][CH:7]=[CH:6][CH:5]=1.Br[C:12](=[CH:18][CH2:19][CH2:20][CH3:21])[C:13]([O:15][CH2:16][CH3:17])=[O:14].C(N(CC)CC)C, predict the reaction product. (5) Given the reactants [OH:1][C:2]1[CH:3]=[C:4]2[C:9](=[CH:10][CH:11]=1)[N:8]=[C:7]([CH2:12][CH2:13][CH3:14])[C:6]([C:15]#[N:16])=[C:5]2[C:17]1[CH:22]=[CH:21][CH:20]=[CH:19][CH:18]=1.Cl[CH2:24][C:25]([NH2:27])=[O:26].C(=O)([O-])[O-].[K+].[K+].O, predict the reaction product. The product is: [C:15]([C:6]1[C:7]([CH2:12][CH2:13][CH3:14])=[N:8][C:9]2[C:4]([C:5]=1[C:17]1[CH:22]=[CH:21][CH:20]=[CH:19][CH:18]=1)=[CH:3][C:2]([O:1][CH2:24][C:25]([NH2:27])=[O:26])=[CH:11][CH:10]=2)#[N:16]. (6) Given the reactants [Li+].[Cl-].[C:3](/[CH:5]=[CH:6]/[C:7]1[CH:8]=[C:9]([CH:21]=[CH:22][CH:23]=1)[O:10][C:11]1[CH:18]=[CH:17][C:14]([C:15]#[N:16])=[CH:13][C:12]=1[O:19]C)#[N:4].O.Cl, predict the reaction product. The product is: [C:3](/[CH:5]=[CH:6]/[C:7]1[CH:8]=[C:9]([CH:21]=[CH:22][CH:23]=1)[O:10][C:11]1[CH:18]=[CH:17][C:14]([C:15]#[N:16])=[CH:13][C:12]=1[OH:19])#[N:4].